Dataset: NCI-60 drug combinations with 297,098 pairs across 59 cell lines. Task: Regression. Given two drug SMILES strings and cell line genomic features, predict the synergy score measuring deviation from expected non-interaction effect. (1) Drug 1: CN(CCCl)CCCl.Cl. Drug 2: C1=NNC2=C1C(=O)NC=N2. Cell line: NCI-H460. Synergy scores: CSS=33.6, Synergy_ZIP=-1.27, Synergy_Bliss=-2.60, Synergy_Loewe=-26.3, Synergy_HSA=-3.51. (2) Drug 1: CC1=C(N=C(N=C1N)C(CC(=O)N)NCC(C(=O)N)N)C(=O)NC(C(C2=CN=CN2)OC3C(C(C(C(O3)CO)O)O)OC4C(C(C(C(O4)CO)O)OC(=O)N)O)C(=O)NC(C)C(C(C)C(=O)NC(C(C)O)C(=O)NCCC5=NC(=CS5)C6=NC(=CS6)C(=O)NCCC[S+](C)C)O. Drug 2: CC1CCCC2(C(O2)CC(NC(=O)CC(C(C(=O)C(C1O)C)(C)C)O)C(=CC3=CSC(=N3)C)C)C. Cell line: NCI-H226. Synergy scores: CSS=25.4, Synergy_ZIP=-13.4, Synergy_Bliss=-13.2, Synergy_Loewe=-9.23, Synergy_HSA=-7.25. (3) Drug 1: CC1C(C(CC(O1)OC2CC(CC3=C2C(=C4C(=C3O)C(=O)C5=C(C4=O)C(=CC=C5)OC)O)(C(=O)C)O)N)O.Cl. Drug 2: CCC(=C(C1=CC=CC=C1)C2=CC=C(C=C2)OCCN(C)C)C3=CC=CC=C3.C(C(=O)O)C(CC(=O)O)(C(=O)O)O. Cell line: SR. Synergy scores: CSS=65.4, Synergy_ZIP=6.86, Synergy_Bliss=5.82, Synergy_Loewe=-22.3, Synergy_HSA=6.85. (4) Drug 1: C1=CN(C(=O)N=C1N)C2C(C(C(O2)CO)O)O.Cl. Drug 2: CC1=C(C=C(C=C1)C(=O)NC2=CC(=CC(=C2)C(F)(F)F)N3C=C(N=C3)C)NC4=NC=CC(=N4)C5=CN=CC=C5. Cell line: DU-145. Synergy scores: CSS=19.9, Synergy_ZIP=1.17, Synergy_Bliss=8.18, Synergy_Loewe=2.59, Synergy_HSA=2.69. (5) Drug 1: CC12CCC(CC1=CCC3C2CCC4(C3CC=C4C5=CN=CC=C5)C)O. Drug 2: CCC1=CC2CC(C3=C(CN(C2)C1)C4=CC=CC=C4N3)(C5=C(C=C6C(=C5)C78CCN9C7C(C=CC9)(C(C(C8N6C)(C(=O)OC)O)OC(=O)C)CC)OC)C(=O)OC.C(C(C(=O)O)O)(C(=O)O)O. Cell line: COLO 205. Synergy scores: CSS=66.6, Synergy_ZIP=16.0, Synergy_Bliss=12.0, Synergy_Loewe=-29.9, Synergy_HSA=9.33. (6) Drug 1: CC(CN1CC(=O)NC(=O)C1)N2CC(=O)NC(=O)C2. Drug 2: CC1=C2C(C(=O)C3(C(CC4C(C3C(C(C2(C)C)(CC1OC(=O)C(C(C5=CC=CC=C5)NC(=O)C6=CC=CC=C6)O)O)OC(=O)C7=CC=CC=C7)(CO4)OC(=O)C)O)C)OC(=O)C. Cell line: RXF 393. Synergy scores: CSS=15.5, Synergy_ZIP=-5.88, Synergy_Bliss=2.40, Synergy_Loewe=-7.35, Synergy_HSA=2.75. (7) Drug 1: CC1=C(C=C(C=C1)NC2=NC=CC(=N2)N(C)C3=CC4=NN(C(=C4C=C3)C)C)S(=O)(=O)N.Cl. Drug 2: C1C(C(OC1N2C=NC(=NC2=O)N)CO)O. Cell line: SW-620. Synergy scores: CSS=27.3, Synergy_ZIP=7.18, Synergy_Bliss=4.10, Synergy_Loewe=-24.4, Synergy_HSA=-3.98.